From a dataset of Forward reaction prediction with 1.9M reactions from USPTO patents (1976-2016). Predict the product of the given reaction. (1) Given the reactants N(C(OC(C)(C)C)=O)=NC(OC(C)(C)C)=O.C(P(CCCC)CCCC)CCC.[Cl:30][C:31]1[CH:32]=[C:33]2[C:38](=[CH:39][CH:40]=1)[N:37]([C@@H:41]([CH2:51][CH2:52]O)[C:42]([NH:44][C:45]1[CH:50]=[CH:49][CH:48]=[CH:47][CH:46]=1)=[O:43])[CH2:36][CH2:35][CH2:34]2, predict the reaction product. The product is: [Cl:30][C:31]1[CH:32]=[C:33]2[C:38](=[CH:39][CH:40]=1)[N:37]([C@H:41]1[CH2:51][CH2:52][N:44]([C:45]3[CH:50]=[CH:49][CH:48]=[CH:47][CH:46]=3)[C:42]1=[O:43])[CH2:36][CH2:35][CH2:34]2. (2) Given the reactants [CH2:1](O)[CH2:2][CH2:3][CH2:4][CH3:5].CC([OH:12])CCC.[Cl-].C(N(CC)CC)C.[CH3:21][C:22]1[CH:35]=[C:34]2[C:25]([S:26][C:27]3[CH:28]=[C:29]([C:37](Cl)=[O:38])[CH:30]=[CH:31][C:32]=3[C:33]2=[O:36])=[CH:24][CH:23]=1, predict the reaction product. The product is: [CH3:21][C:22]1[CH:35]=[C:34]2[C:25]([S:26][C:27]3[CH:28]=[C:29]([C:37]([O:38][CH2:1][CH2:2][CH2:3][CH2:4][CH3:5])=[O:12])[CH:30]=[CH:31][C:32]=3[C:33]2=[O:36])=[CH:24][CH:23]=1. (3) Given the reactants C[O:2][C:3]([C@@H:5]1[CH2:9][CH2:8][CH2:7][N:6]1[C:10](=[O:25])[C@H:11]([NH:18][C:19]([O:21][CH:22]([CH3:24])[CH3:23])=[O:20])[C:12]1[CH:17]=[CH:16][CH:15]=[CH:14][CH:13]=1)=[O:4].[Li+].[OH-].OS([O-])(=O)=O.[K+].C(OCC)(=O)C, predict the reaction product. The product is: [CH:22]([O:21][C:19]([NH:18][C@H:11]([C:12]1[CH:13]=[CH:14][CH:15]=[CH:16][CH:17]=1)[C:10]([N:6]1[CH2:7][CH2:8][CH2:9][C@H:5]1[C:3]([OH:4])=[O:2])=[O:25])=[O:20])([CH3:24])[CH3:23]. (4) Given the reactants ClC1C=C2C(=CC=1)NC(C(N[C@@H]1CC3C(=CC=CC=3)NC1=O)=O)=C2.[Cl:25][C:26]1[CH:27]=[C:28]2[C:32](=[CH:33][CH:34]=1)[NH:31][C:30]([C:35]([NH:37][C@H:38]1[CH2:47][C:46]3[C:41](=[CH:42][CH:43]=[CH:44][CH:45]=3)[N:40]([CH2:48][C:49]#[N:50])[C:39]1=[O:51])=[O:36])=[CH:29]2.ClC1C=C2C(=CC=1)NC(C(N[C@H]1CC3C(=CC=CC=3)NC1=O)=O)=C2, predict the reaction product. The product is: [Cl:25][C:26]1[CH:27]=[C:28]2[C:32](=[CH:33][CH:34]=1)[NH:31][C:30]([C:35]([NH:37][C@@H:38]1[CH2:47][C:46]3[C:41](=[CH:42][CH:43]=[CH:44][CH:45]=3)[N:40]([CH2:48][C:49]#[N:50])[C:39]1=[O:51])=[O:36])=[CH:29]2.